This data is from Full USPTO retrosynthesis dataset with 1.9M reactions from patents (1976-2016). The task is: Predict the reactants needed to synthesize the given product. (1) Given the product [CH2:55]([O:57][C:58](=[O:65])[C@H:59]([CH3:64])[CH2:60][C@@H:61]([CH3:26])[CH2:62][C:9](=[O:10])[CH:8]([CH2:12][C:13]1[CH:18]=[CH:17][C:16]([C:19]2[CH:24]=[CH:23][CH:22]=[CH:21][CH:20]=2)=[CH:15][CH:14]=1)[CH2:7][C:6]([O:5][C:1]([CH3:4])([CH3:3])[CH3:2])=[O:25])[CH3:56], predict the reactants needed to synthesize it. The reactants are: [C:1]([O:5][C:6](=[O:25])[CH2:7][CH:8]([CH2:12][C:13]1[CH:18]=[CH:17][C:16]([C:19]2[CH:24]=[CH:23][CH:22]=[CH:21][CH:20]=2)=[CH:15][CH:14]=1)[C:9](O)=[O:10])([CH3:4])([CH3:3])[CH3:2].[CH:26]1C=CC2N(O)N=NC=2C=1.CCN=C=NCCCN(C)C.Cl.FC(F)(F)C(O)=O.[CH2:55]([O:57][C:58](=[O:65])[C@H:59]([CH3:64])[CH2:60][C@H:61](N)[CH3:62])[CH3:56].C(N(CC)CC)C. (2) The reactants are: [CH2:1]([N:4]([CH2:16][C:17]([O:19]CC)=[O:18])[NH:5][C:6](=[O:15])[NH:7][CH2:8][C:9]1[CH:14]=[CH:13][CH:12]=[CH:11][CH:10]=1)C=C.O.[OH-].[Li+]. Given the product [CH2:8]([NH:7][C:6]([NH:5][N:4]([CH2:16][C:17]([OH:19])=[O:18])[CH3:1])=[O:15])[C:9]1[CH:10]=[CH:11][CH:12]=[CH:13][CH:14]=1, predict the reactants needed to synthesize it. (3) Given the product [NH2:12][C:10](=[O:11])[CH2:9][C:4]1[CH:5]=[CH:6][CH:7]=[CH:8][C:3]=1[C:1]#[C:2][C:18]1[C:19]([C:20]([F:21])([F:23])[F:22])=[CH:14][N:15]=[C:16]([NH:24][C:25]2[CH:30]=[CH:29][C:28]([CH:31]3[CH2:32][CH2:33][N:34]([C:37]([O:39][C:40]([CH3:43])([CH3:42])[CH3:41])=[O:38])[CH2:35][CH2:36]3)=[CH:27][C:26]=2[O:44][C:45]([F:46])([F:47])[F:48])[N:17]=1, predict the reactants needed to synthesize it. The reactants are: [C:1]([C:3]1[CH:8]=[CH:7][CH:6]=[CH:5][C:4]=1[CH2:9][C:10]([NH2:12])=[O:11])#[CH:2].Cl[C:14]1[C:19]([C:20]([F:23])([F:22])[F:21])=[CH:18][N:17]=[C:16]([NH:24][C:25]2[CH:30]=[CH:29][C:28]([CH:31]3[CH2:36][CH2:35][N:34]([C:37]([O:39][C:40]([CH3:43])([CH3:42])[CH3:41])=[O:38])[CH2:33][CH2:32]3)=[CH:27][C:26]=2[O:44][C:45]([F:48])([F:47])[F:46])[N:15]=1.C(N(CC)CC)C.C1(P(C2C=CC=CC=2)C2C=CC=CC=2)C=CC=CC=1. (4) Given the product [CH2:34]([O:33][CH2:32][C@H:14]([NH:13][C:9](=[O:11])[CH2:8][C:7]1[C:3]([CH3:2])=[N:4][O:5][C:6]=1[CH3:12])[C:15]([NH:17][C:18]1[CH:23]=[CH:22][C:21]([O:24][C:25]2[CH:30]=[CH:29][C:28]([F:31])=[CH:27][CH:26]=2)=[CH:20][CH:19]=1)=[O:16])[C:35]1[CH:40]=[CH:39][CH:38]=[CH:37][CH:36]=1, predict the reactants needed to synthesize it. The reactants are: Cl.[CH3:2][C:3]1[C:7]([CH2:8][C:9]([OH:11])=O)=[C:6]([CH3:12])[O:5][N:4]=1.[NH2:13][C@@H:14]([CH2:32][O:33][CH2:34][C:35]1[CH:40]=[CH:39][CH:38]=[CH:37][CH:36]=1)[C:15]([NH:17][C:18]1[CH:23]=[CH:22][C:21]([O:24][C:25]2[CH:30]=[CH:29][C:28]([F:31])=[CH:27][CH:26]=2)=[CH:20][CH:19]=1)=[O:16]. (5) The reactants are: [OH:1][C@H:2]([C:36]1[CH:45]=[CH:44][C:43]([OH:46])=[C:42]2[C:37]=1[CH:38]=[CH:39][C:40](=[O:47])[NH:41]2)[CH2:3][NH:4][CH2:5][CH2:6][CH2:7][CH2:8][CH2:9][CH2:10][CH2:11][CH2:12][CH2:13][N:14]1[CH2:19][CH2:18][CH:17]([O:20][C:21](=[O:35])[NH:22][C:23]2[CH:28]=[CH:27][CH:26]=[CH:25][C:24]=2[C:29]2[CH:34]=[CH:33][CH:32]=[CH:31][CH:30]=2)[CH2:16][CH2:15]1.[C:48]1([S:62]([OH:65])(=[O:64])=[O:63])[C:57]2[CH:56]=[CH:55][CH:54]=[C:53]([S:58]([OH:61])(=[O:60])=[O:59])[C:52]=2[CH:51]=[CH:50][CH:49]=1. Given the product [C:48]1([S:62]([OH:65])(=[O:64])=[O:63])[C:57]2[CH:56]=[CH:55][CH:54]=[C:53]([S:58]([OH:61])(=[O:60])=[O:59])[C:52]=2[CH:51]=[CH:50][CH:49]=1.[OH:1][C@H:2]([C:36]1[CH:45]=[CH:44][C:43]([OH:46])=[C:42]2[C:37]=1[CH:38]=[CH:39][C:40](=[O:47])[NH:41]2)[CH2:3][NH:4][CH2:5][CH2:6][CH2:7][CH2:8][CH2:9][CH2:10][CH2:11][CH2:12][CH2:13][N:14]1[CH2:15][CH2:16][CH:17]([O:20][C:21](=[O:35])[NH:22][C:23]2[CH:28]=[CH:27][CH:26]=[CH:25][C:24]=2[C:29]2[CH:30]=[CH:31][CH:32]=[CH:33][CH:34]=2)[CH2:18][CH2:19]1, predict the reactants needed to synthesize it. (6) Given the product [C:1]([O:4][CH:5]1[CH2:6][N:7]([C:12]([O:14][CH2:15][CH3:16])=[O:13])[CH2:8][CH:9]=[CH:10]1)(=[O:3])[CH3:2], predict the reactants needed to synthesize it. The reactants are: [C:1]([O:4][CH:5]1[CH:10](Br)[CH2:9][CH2:8][N:7]([C:12]([O:14][CH2:15][CH3:16])=[O:13])[CH2:6]1)(=[O:3])[CH3:2].C1CCN2C(=NCCC2)CC1.